From a dataset of Full USPTO retrosynthesis dataset with 1.9M reactions from patents (1976-2016). Predict the reactants needed to synthesize the given product. Given the product [F:22][C:19]1[CH:20]=[CH:21][C:16]([C@@H:8]([NH:9][S@@:10]([CH:12]([CH3:13])[CH3:14])=[O:11])[C:5]2[CH:6]=[CH:7][C:2]([P:24]([CH3:23])(=[O:28])[O:25][CH2:26][CH3:27])=[CH:3][CH:4]=2)=[CH:17][CH:18]=1, predict the reactants needed to synthesize it. The reactants are: Br[C:2]1[CH:7]=[CH:6][C:5]([C@@H:8]([C:16]2[CH:21]=[CH:20][C:19]([F:22])=[CH:18][CH:17]=2)[NH:9][S@@:10]([C:12](C)([CH3:14])[CH3:13])=[O:11])=[CH:4][CH:3]=1.[CH3:23][PH:24]([O-])([O-:28])[O:25][CH2:26][CH3:27].CCN(CC)CC.